The task is: Predict the reaction yield, written as a fraction of the theoretical maximum amount of product (1.0 means a 100% yield; for example, 0.34 means a 34% yield).. This data is from Reaction yield outcomes from USPTO patents with 853,638 reactions. (1) The reactants are [NH2:1][C:2]1[CH:3]=[C:4]([CH:8]=[CH:9][C:10]=1[Cl:11])[C:5]([OH:7])=O.[NH:12]1[CH2:17][CH2:16][CH2:15][C@@H:14]2[C:18]3[CH:19]=[CH:20][CH:21]=[CH:22][C:23]=3[CH2:24][C@H:13]12.F[P-](F)(F)(F)(F)F.N1(OC(N(C)C)=[N+](C)C)C2N=CC=CC=2N=N1. No catalyst specified. The product is [NH2:1][C:2]1[CH:3]=[C:4]([C:5]([N:12]2[CH2:17][CH2:16][CH2:15][C@@H:14]3[C:18]4[CH:19]=[CH:20][CH:21]=[CH:22][C:23]=4[CH2:24][C@H:13]23)=[O:7])[CH:8]=[CH:9][C:10]=1[Cl:11]. The yield is 0.430. (2) The reactants are [OH:1][CH2:2][C@@H:3]1[CH2:7][CH2:6][C@H:5]([CH3:8])[N:4]1[C:9]([O:11][C:12]([CH3:15])([CH3:14])[CH3:13])=[O:10].[Br-].[Na+].C(=O)(O)[O-].[Na+].Cl[O-].[Na+]. The catalyst is ClCCl.CC1(C)N([O])C(C)(C)CCC1. The product is [CH:2]([C@@H:3]1[CH2:7][CH2:6][C@H:5]([CH3:8])[N:4]1[C:9]([O:11][C:12]([CH3:13])([CH3:15])[CH3:14])=[O:10])=[O:1]. The yield is 0.770. (3) The reactants are [Br-].CC1(C)[C:7]([CH3:9])(C)[O:6]B([C:10]2[CH:11]=[CH:12][C:13]3[CH2:20][C@H]4[C@]5(CN(CC(F)(F)F)S(=O)(=O)N5)[C@H](CC4)C[C:14]=3C=2)O1.[C:35](=[O:38])([O-])[O-].[Na+].[Na+].[C:41]1(C)C=CC=CC=1. The catalyst is C(OCC)(=O)C.[Pd].C1(P(C2C=CC=CC=2)C2C=CC=CC=2)C=CC=CC=1.C1(P(C2C=CC=CC=2)C2C=CC=CC=2)C=CC=CC=1.C1(P(C2C=CC=CC=2)C2C=CC=CC=2)C=CC=CC=1.C1(P(C2C=CC=CC=2)C2C=CC=CC=2)C=CC=CC=1. The product is [C:35]([O:6][CH2:7][CH3:9])(=[O:38])[CH3:41].[CH3:10][CH2:11][CH2:12][CH:13]([CH3:20])[CH3:14]. The yield is 0.500. (4) The reactants are [Br:1]Br.[C:3]([C:6]1[C:7](=[O:17])[O:8][C:9]2[C:14]([CH:15]=1)=[CH:13][CH:12]=[C:11]([Br:16])[CH:10]=2)(=[O:5])[CH3:4]. The product is [Br:16][C:11]1[CH:10]=[C:9]2[C:14]([CH:15]=[C:6]([C:3](=[O:5])[CH2:4][Br:1])[C:7](=[O:17])[O:8]2)=[CH:13][CH:12]=1. The yield is 0.800. The catalyst is C(Cl)(Cl)Cl. (5) The reactants are [Cl:1][C:2]1[N:11]=[C:10](Cl)[C:9]2[C:4](=[CH:5][CH:6]=[CH:7][CH:8]=2)[N:3]=1.[NH2:13][C:14]1[CH:19]=[CH:18][N:17]=[CH:16][CH:15]=1.Cl. The catalyst is C(O)(C)C. The product is [Cl:1][C:2]1[N:11]=[C:10]([NH:13][C:14]2[CH:19]=[CH:18][N:17]=[CH:16][CH:15]=2)[C:9]2[C:4](=[CH:5][CH:6]=[CH:7][CH:8]=2)[N:3]=1. The yield is 0.610. (6) The reactants are [B-](F)(F)(F)F.[B-](F)(F)(F)F.C1[N+]2(CCl)CC[N+]([F:21])(CC2)C1.[CH3:22][O:23][C:24]([C:26]1[C:31]([Br:32])=[C:30]([NH:33][CH2:34][C:35]2[CH:40]=[CH:39][CH:38]=[CH:37][C:36]=2[N+:41]([O-:43])=[O:42])[CH:29]=[C:28]([Cl:44])[N:27]=1)=[O:25]. The catalyst is C(#N)C. The product is [CH3:22][O:23][C:24]([C:26]1[C:31]([Br:32])=[C:30]([NH:33][CH2:34][C:35]2[CH:40]=[CH:39][CH:38]=[CH:37][C:36]=2[N+:41]([O-:43])=[O:42])[C:29]([F:21])=[C:28]([Cl:44])[N:27]=1)=[O:25]. The yield is 0.840. (7) The reactants are [F:1][C:2]1[CH:7]=[CH:6][C:5]([C:8]2[N:9]=[CH:10][N:11]3[CH:16]=[C:15]4[C:17]5([CH2:30][C:31]6[CH:36]=[CH:35][CH:34]=[CH:33][N:32]=6)[CH2:29][CH2:28][C:23]6(OCC[O:24]6)[CH2:22][CH:18]5[CH2:19][CH2:20][CH2:21][C:14]4=[CH:13][C:12]=23)=[CH:4][CH:3]=1.Cl.C([O-])(O)=O.[Na+].CCOC(C)=O. The catalyst is O1CCOCC1.O. The product is [F:1][C:2]1[CH:7]=[CH:6][C:5]([C:8]2[N:9]=[CH:10][N:11]3[CH:16]=[C:15]4[C:17]5([CH2:30][C:31]6[CH:36]=[CH:35][CH:34]=[CH:33][N:32]=6)[CH2:29][CH2:28][C:23](=[O:24])[CH2:22][CH:18]5[CH2:19][CH2:20][CH2:21][C:14]4=[CH:13][C:12]=23)=[CH:4][CH:3]=1. The yield is 0.940.